This data is from Full USPTO retrosynthesis dataset with 1.9M reactions from patents (1976-2016). The task is: Predict the reactants needed to synthesize the given product. (1) The reactants are: [CH3:1][N:2]1C2C(=CC=CC=2)C=C1CNC.[CH2:14]1[C:18]2=[C:19]([CH:26]=O)[C:20]3[CH:21]=[CH:22][CH:23]=[CH:24][C:25]=3[N:17]2[CH2:16][CH2:15]1.CN1C2C(=CC=CC=2)C(C)=C1C=O. Given the product [CH3:1][NH:2][CH2:26][C:19]1[C:20]2[CH:21]=[CH:22][CH:23]=[CH:24][C:25]=2[N:17]2[CH2:16][CH2:15][CH2:14][C:18]=12, predict the reactants needed to synthesize it. (2) Given the product [Cl:14][C:5]1[CH:4]=[C:3]([CH2:2][OH:16])[C:12]2[C:7](=[C:8]([F:13])[CH:9]=[CH:10][CH:11]=2)[N:6]=1, predict the reactants needed to synthesize it. The reactants are: Br[CH2:2][C:3]1[C:12]2[C:7](=[C:8]([F:13])[CH:9]=[CH:10][CH:11]=2)[N:6]=[C:5]([Cl:14])[CH:4]=1.C(O[K])=[O:16]. (3) Given the product [CH3:6][O:7][C:8](=[O:21])[C:13]1[CH:12]=[CH:11][CH:10]=[C:24]([CH3:25])[C:28]=1[O:27][CH3:26], predict the reactants needed to synthesize it. The reactants are: C(I)=C.[F-].[K+].[CH3:6][O:7][C:8]1C=[C:10](B(O)O)[CH:11]=[CH:12][C:13]=1OC.C([O:21]CC)C.[CH2:24]1[CH2:28][O:27][CH2:26][CH2:25]1. (4) Given the product [F:1][C:2]1[CH:3]=[C:4]([N:15]2[CH2:19][C@H:18]([CH2:20][N:35]=[N+:36]=[N-:37])[O:17][C:16]2=[O:22])[CH:5]=[C:6]([F:14])[C:7]=1[N:8]1[CH2:9][CH2:10][S:11][CH2:12][CH2:13]1, predict the reactants needed to synthesize it. The reactants are: [F:1][C:2]1[CH:3]=[C:4]([N:15]2[CH2:19][C@H:18]([CH2:20]O)[O:17][C:16]2=[O:22])[CH:5]=[C:6]([F:14])[C:7]=1[N:8]1[CH2:13][CH2:12][S:11][CH2:10][CH2:9]1.C(N(CC)CC)C.CS(Cl)(=O)=O.[N-:35]=[N+:36]=[N-:37].[Na+].